This data is from Catalyst prediction with 721,799 reactions and 888 catalyst types from USPTO. The task is: Predict which catalyst facilitates the given reaction. (1) Product: [Cl:31][C:3]1[C:2]([CH:32]2[CH2:34][CH2:33]2)=[CH:7][C:6]([CH2:8][CH2:9][C:10]([N:12]2[CH2:13][CH2:14][N:15]([CH:18]3[CH2:21][N:20]([C:22]([O:24][C:25]([CH3:26])([CH3:27])[CH3:28])=[O:23])[CH2:19]3)[CH2:16][CH2:17]2)=[O:11])=[C:5]([OH:29])[CH:4]=1. The catalyst class is: 874. Reactant: Br[C:2]1[C:3]([Cl:31])=[CH:4][C:5]([O:29]C)=[C:6]([CH2:8][CH2:9][C:10]([N:12]2[CH2:17][CH2:16][N:15]([CH:18]3[CH2:21][N:20]([C:22]([O:24][C:25]([CH3:28])([CH3:27])[CH3:26])=[O:23])[CH2:19]3)[CH2:14][CH2:13]2)=[O:11])[CH:7]=1.[CH:32]1(B(O)O)[CH2:34][CH2:33]1.C1(P(C2CCCCC2)C2CCCCC2)CCCCC1. (2) Reactant: [F:1][C:2]1[CH:7]=[CH:6][C:5]([C:8](=O)[CH2:9][S:10][C:11]#[N:12])=[CH:4][CH:3]=1.[BrH:14].C(O)(=O)C.O. Product: [Br:14][C:11]1[S:10][CH:9]=[C:8]([C:5]2[CH:6]=[CH:7][C:2]([F:1])=[CH:3][CH:4]=2)[N:12]=1. The catalyst class is: 15.